Dataset: Forward reaction prediction with 1.9M reactions from USPTO patents (1976-2016). Task: Predict the product of the given reaction. (1) Given the reactants [Br:1][C:2]1[N:7]=[C:6]([CH:8]=O)[CH:5]=[CH:4][CH:3]=1.[NH:10]1[CH2:15][CH2:14][O:13][CH2:12][CH2:11]1.C(O[BH-](OC(=O)C)OC(=O)C)(=O)C.[Na+], predict the reaction product. The product is: [Br:1][C:2]1[N:7]=[C:6]([CH2:8][N:10]2[CH2:15][CH2:14][O:13][CH2:12][CH2:11]2)[CH:5]=[CH:4][CH:3]=1. (2) Given the reactants [NH2:1][C:2]1[CH:7]=[CH:6][CH:5]=[C:4]([CH3:8])[CH:3]=1.Br[C:10]1[CH:11]=[C:12]([CH:16]2[O:20][CH2:19][CH2:18][O:17]2)[CH:13]=[CH:14][CH:15]=1.CC(C)([O-])C.[Na+], predict the reaction product. The product is: [O:17]1[CH2:18][CH2:19][O:20][CH:16]1[C:12]1[CH:11]=[C:10]([NH:1][C:2]2[CH:7]=[CH:6][CH:5]=[C:4]([CH3:8])[CH:3]=2)[CH:15]=[CH:14][CH:13]=1. (3) Given the reactants Br[C:2]1[CH:7]=[CH:6][C:5]([C:8]2[N:9]=[C:10]([C@@H:13]3[CH2:18][O:17][CH2:16][CH2:15][N:14]3[C:19]([O:21][C:22]([CH3:25])([CH3:24])[CH3:23])=[O:20])[NH:11][CH:12]=2)=[CH:4][CH:3]=1.[O:26]=[S:27]1(=[O:58])[CH2:32][CH2:31][N:30]([CH2:33][C:34]2[CH:39]=[CH:38][C:37]([NH:40][C:41](=[O:57])[C:42]3[CH:47]=[CH:46][C:45](B4OC(C)(C)C(C)(C)O4)=[CH:44][CH:43]=3)=[CH:36][CH:35]=2)[CH2:29][CH2:28]1.O.C(=O)([O-])[O-].[Cs+].[Cs+], predict the reaction product. The product is: [O:26]=[S:27]1(=[O:58])[CH2:32][CH2:31][N:30]([CH2:33][C:34]2[CH:39]=[CH:38][C:37]([NH:40][C:41]([C:42]3[CH:43]=[CH:44][C:45]([C:2]4[CH:7]=[CH:6][C:5]([C:8]5[NH:9][C:10]([C@@H:13]6[CH2:18][O:17][CH2:16][CH2:15][N:14]6[C:19]([O:21][C:22]([CH3:25])([CH3:24])[CH3:23])=[O:20])=[N:11][CH:12]=5)=[CH:4][CH:3]=4)=[CH:46][CH:47]=3)=[O:57])=[CH:36][CH:35]=2)[CH2:29][CH2:28]1. (4) Given the reactants [CH3:1][C:2]1[CH:3]=[C:4]([CH:8]=[CH:9][C:10]=1[C:11]([N:13]1[CH2:17][CH2:16][CH2:15][CH2:14]1)=[O:12])[C:5]([OH:7])=O.CN(C(ON1N=NC2C=CC=CC1=2)=[N+](C)C)C.[B-](F)(F)(F)F.C(N(C(C)C)CC)(C)C.[Cl:49][C:50]1[CH:67]=[CH:66][C:53]2[NH:54][C:55]([CH:57]([NH2:65])[C:58]3[CH:63]=[CH:62][C:61]([Cl:64])=[CH:60][CH:59]=3)=[N:56][C:52]=2[CH:51]=1.ClCl, predict the reaction product. The product is: [Cl:49][C:50]1[CH:67]=[CH:66][C:53]2[NH:54][C:55]([CH:57]([C:58]3[CH:59]=[CH:60][C:61]([Cl:64])=[CH:62][CH:63]=3)[NH:65][C:5](=[O:7])[C:4]3[CH:8]=[CH:9][C:10]([C:11]([N:13]4[CH2:17][CH2:16][CH2:15][CH2:14]4)=[O:12])=[C:2]([CH3:1])[CH:3]=3)=[N:56][C:52]=2[CH:51]=1.